The task is: Predict the reaction yield, written as a fraction of the theoretical maximum amount of product (1.0 means a 100% yield; for example, 0.34 means a 34% yield).. This data is from Reaction yield outcomes from USPTO patents with 853,638 reactions. (1) The catalyst is CO. The yield is 0.300. The reactants are [CH:1]1[C:6]([CH:7]=O)=[CH:5][C:4]2[O:9][CH2:10][O:11][C:3]=2[CH:2]=1.N[CH:13]1[CH2:18][CH2:17][CH2:16][CH2:15][CH:14]1[NH2:19].[C:20]([BH3-])#[N:21].[Na+]. The product is [CH2:10]1[O:11][C:3]2[CH:2]=[CH:1][C:6]([CH2:7][NH:19][C@@H:14]3[CH2:15][CH2:16][CH2:17][CH2:18][C@H:13]3[NH:21][CH2:20][C:1]3[CH:6]=[CH:5][C:4]4[O:9][CH2:10][O:11][C:3]=4[CH:2]=3)=[CH:5][C:4]=2[O:9]1. (2) The reactants are [F:1][C:2]1[CH:3]=[CH:4][C:5]([N+:15]([O-])=O)=[C:6]([CH:14]=1)[CH2:7][N:8]1[CH2:13][CH2:12][O:11][CH2:10][CH2:9]1.C(O)C.O.NN. The catalyst is C1COCC1.[Ni]. The product is [F:1][C:2]1[CH:3]=[CH:4][C:5]([NH2:15])=[C:6]([CH2:7][N:8]2[CH2:13][CH2:12][O:11][CH2:10][CH2:9]2)[CH:14]=1. The yield is 0.990. (3) The reactants are O1[C:5]2([CH2:10][CH2:9][CH:8]([N:11]3[C:16](=[O:17])[C:15]([CH2:18][C:19]4[CH:24]=[CH:23][C:22]([C:25]5[C:26]([C:31]#[N:32])=[CH:27][CH:28]=[CH:29][CH:30]=5)=[C:21]([CH3:33])[CH:20]=4)=[C:14]([CH2:34][CH2:35][CH3:36])[N:13]4[N:37]=[CH:38][CH:39]=[C:12]34)[CH2:7][CH2:6]2)[O:4]CC1.Cl.[OH-].[Na+]. The catalyst is O1CCCC1.C(OCC)(=O)C. The product is [OH:4][C@H:5]1[CH2:6][CH2:7][C@H:8]([N:11]2[C:16](=[O:17])[C:15]([CH2:18][C:19]3[CH:24]=[CH:23][C:22]([C:25]4[C:26]([C:31]#[N:32])=[CH:27][CH:28]=[CH:29][CH:30]=4)=[C:21]([CH3:33])[CH:20]=3)=[C:14]([CH2:34][CH2:35][CH3:36])[N:13]3[N:37]=[CH:38][CH:39]=[C:12]23)[CH2:9][CH2:10]1. The yield is 0.940. (4) The reactants are [NH2:1][C:2]1[C:10]([C:11]([OH:13])=[O:12])=[CH:9][CH:8]=[CH:7][C:3]=1[C:4]([OH:6])=[O:5].[CH2:14]=O. No catalyst specified. The product is [O:5]=[C:4]1[C:3]2[CH:7]=[CH:8][CH:9]=[C:10]([C:11]([OH:13])=[O:12])[C:2]=2[N:1]=[CH:14][O:6]1. The yield is 0.890. (5) The reactants are C([N-]C(C)C)(C)C.[Li+].[C:9]1([C:19]2[CH:27]=[CH:26][CH:25]=[C:24]3[C:20]=2[CH2:21][CH2:22][C:23]3=[O:28])[C:18]2[C:13](=[CH:14][CH:15]=[CH:16][CH:17]=2)[CH:12]=[CH:11][CH:10]=1.Br[CH2:30][C:31]1[CH:40]=[CH:39][C:34]([C:35]([O:37][CH3:38])=[O:36])=[CH:33][CH:32]=1. The catalyst is C1COCC1. The product is [C:9]1([C:19]2[CH:27]=[CH:26][CH:25]=[C:24]3[C:20]=2[CH2:21][CH:22]([CH2:30][C:31]2[CH:40]=[CH:39][C:34]([C:35]([O:37][CH3:38])=[O:36])=[CH:33][CH:32]=2)[C:23]3=[O:28])[C:18]2[C:13](=[CH:14][CH:15]=[CH:16][CH:17]=2)[CH:12]=[CH:11][CH:10]=1. The yield is 0.130. (6) The reactants are Cl[CH2:2][C:3]1[N:4]=[C:5]([C:9]2[CH:14]=[CH:13][CH:12]=[CH:11][CH:10]=2)[S:6][C:7]=1[CH3:8].[OH:15][C:16]1[CH:37]=[CH:36][C:19]([CH2:20][O:21]/[N:22]=[C:23](/[C:30]2[CH:35]=[CH:34][CH:33]=[CH:32][CH:31]=2)\[CH2:24][CH2:25][C:26]([O:28][CH3:29])=[O:27])=[CH:18][CH:17]=1.C(=O)([O-])[O-].[K+].[K+].O. The catalyst is C(OCC)(=O)C.CCCCCC. The product is [CH3:8][C:7]1[S:6][C:5]([C:9]2[CH:14]=[CH:13][CH:12]=[CH:11][CH:10]=2)=[N:4][C:3]=1[CH2:2][O:15][C:16]1[CH:17]=[CH:18][C:19]([CH2:20][O:21]/[N:22]=[C:23](/[C:30]2[CH:31]=[CH:32][CH:33]=[CH:34][CH:35]=2)\[CH2:24][CH2:25][C:26]([O:28][CH3:29])=[O:27])=[CH:36][CH:37]=1. The yield is 0.710. (7) The reactants are [CH3:1][C:2]1[C:6](/[CH:7]=[CH:8]/[C:9]([O:11][CH2:12][CH3:13])=[O:10])=[CH:5][N:4]([C:14]2[CH:19]=[CH:18][C:17]([C:20]([F:23])([F:22])[F:21])=[CH:16][N:15]=2)[N:3]=1. The catalyst is [C].[Pd].O1CCCC1. The product is [CH3:1][C:2]1[C:6]([CH2:7][CH2:8][C:9]([O:11][CH2:12][CH3:13])=[O:10])=[CH:5][N:4]([C:14]2[CH:19]=[CH:18][C:17]([C:20]([F:21])([F:22])[F:23])=[CH:16][N:15]=2)[N:3]=1. The yield is 0.930. (8) The reactants are CO[C:3]1[CH:8]=[CH:7][CH:6]=[CH:5][C:4]=1[CH2:9][C:10](=O)[CH3:11].[CH2:13]([NH2:20])[C:14]1[CH:19]=[CH:18][CH:17]=[CH:16][CH:15]=1.[CH:21](O)=[O:22]. The catalyst is CO. The product is [CH2:13]([NH:20][C@H:10]([CH3:11])[CH2:9][C:4]1[CH:3]=[CH:8][C:7]([O:22][CH3:21])=[CH:6][CH:5]=1)[C:14]1[CH:19]=[CH:18][CH:17]=[CH:16][CH:15]=1. The yield is 1.00. (9) The reactants are [F:1][C:2]1[CH:10]=[CH:9][CH:8]=[CH:7][C:3]=1[C:4](Cl)=[O:5].[CH3:11][NH:12][O:13][CH3:14].C(N(CC)CC)C. The catalyst is C(Cl)Cl. The product is [F:1][C:2]1[CH:10]=[CH:9][CH:8]=[CH:7][C:3]=1[C:4]([N:12]([O:13][CH3:14])[CH3:11])=[O:5]. The yield is 0.846.